This data is from Full USPTO retrosynthesis dataset with 1.9M reactions from patents (1976-2016). The task is: Predict the reactants needed to synthesize the given product. (1) Given the product [CH:1]([CH:4]1[CH2:9][CH2:8][CH2:7][CH:6]([CH:10]([CH3:15])[CH:11]([CH3:14])[CH:12]=[O:13])[CH2:5]1)([CH3:3])[CH3:2], predict the reactants needed to synthesize it. The reactants are: [CH:1]([CH:4]1[CH2:9][CH2:8][CH2:7][CH:6]([CH:10]([CH3:15])[C:11](=[CH2:14])[CH:12]=[O:13])[CH2:5]1)([CH3:3])[CH3:2]. (2) Given the product [S:31]([CH2:29][CH3:30])([OH:34])(=[O:33])=[O:32].[C:1]([C:5]1[N:9]([CH2:10][CH:11]2[CH2:12][CH2:13][C:14]([F:18])([F:17])[CH2:15][CH2:16]2)[C:8]2[CH:19]=[CH:20][C:21]([NH:23][S:24]([CH2:27][CH3:28])(=[O:25])=[O:26])=[CH:22][C:7]=2[N:6]=1)([CH3:4])([CH3:2])[CH3:3], predict the reactants needed to synthesize it. The reactants are: [C:1]([C:5]1[N:9]([CH2:10][CH:11]2[CH2:16][CH2:15][C:14]([F:18])([F:17])[CH2:13][CH2:12]2)[C:8]2[CH:19]=[CH:20][C:21]([NH:23][S:24]([CH2:27][CH3:28])(=[O:26])=[O:25])=[CH:22][C:7]=2[N:6]=1)([CH3:4])([CH3:3])[CH3:2].[CH2:29]([S:31]([OH:34])(=[O:33])=[O:32])[CH3:30].C(C(C)=O)C(C)C.C(S(O)(=O)=O)C. (3) Given the product [C:3]1([C:1]([NH:19][CH2:18][C@@H:17]2[CH2:16][CH2:23][CH2:24][C@H:30]([NH:31][C:35]([C:34]3[C:30]([C:24]4[C:25]([F:29])=[CH:26][CH:27]=[CH:28][C:23]=4[Cl:22])=[N:31][O:32][C:33]=3[CH2:38][CH2:39][CH2:40][CH2:41][CH2:42][CH3:43])=[O:37])[CH2:34]2)=[O:2])[CH:41]=[CH:40][CH:39]=[CH:38][CH:33]=1, predict the reactants needed to synthesize it. The reactants are: [C:1](O)([C:3](F)(F)F)=[O:2].ClCCl.CCN=C=N[CH2:16][CH2:17][CH2:18][N:19](C)C.[Cl:22][C:23]1[CH:28]=[CH:27][CH:26]=[C:25]([F:29])[C:24]=1[C:30]1[C:34]([C:35]([OH:37])=O)=[C:33]([CH2:38][CH2:39][CH2:40][CH2:41][CH2:42][CH3:43])[O:32][N:31]=1.